From a dataset of Catalyst prediction with 721,799 reactions and 888 catalyst types from USPTO. Predict which catalyst facilitates the given reaction. Reactant: [H-].[CH3:2]/[C:3](=[CH:7]\[CH:8]([CH3:11])[CH2:9][CH3:10])/[C:4](=[O:6])[CH3:5].[H-].[Al+3].[Li+].[H-].[H-].[H-]. Product: [CH3:2]/[C:3](=[CH:7]\[CH:8]([CH3:11])[CH2:9][CH3:10])/[CH:4]([OH:6])[CH3:5]. The catalyst class is: 28.